Dataset: Forward reaction prediction with 1.9M reactions from USPTO patents (1976-2016). Task: Predict the product of the given reaction. (1) Given the reactants [C:1]([O:4][C:5](=O)[CH3:6])(=[O:3])[CH3:2].[C:8]([C:11]1[CH:23]=[CH:22][C:21]2[C:20]3[C:15](=[CH:16]C(O)=C[CH:19]=3)[CH2:14][C:13]=2[CH:12]=1)(=[O:10])[CH3:9].N1C=CC=CC=1, predict the reaction product. The product is: [C:8]([C:11]1[CH:23]=[CH:22][C:21]2[C:20]3[C:15](=[CH:16][C:5]([O:4][C:1](=[O:3])[CH3:2])=[CH:6][CH:19]=3)[CH2:14][C:13]=2[CH:12]=1)(=[O:10])[CH3:9]. (2) Given the reactants C(OC([N:11]1[CH2:15][CH2:14][CH2:13][C@@:12]1([C:17]1[NH:18][C:19]2[CH:20]=[CH:21][CH:22]=[C:23]([C:26]([O:28][CH3:29])=[O:27])[C:24]=2[CH:25]=1)[CH3:16])=O)C1C=CC=CC=1.[H][H], predict the reaction product. The product is: [CH3:16][C@:12]1([C:17]2[NH:18][C:19]3[CH:20]=[CH:21][CH:22]=[C:23]([C:26]([O:28][CH3:29])=[O:27])[C:24]=3[CH:25]=2)[CH2:13][CH2:14][CH2:15][NH:11]1. (3) Given the reactants O/[C:2](/[C:12]1[CH:17]=[CH:16][CH:15]=[CH:14][CH:13]=1)=[C:3](/[C:6]1[CH:11]=[CH:10][CH:9]=[CH:8][CH:7]=1)\[CH:4]=O.CC1C=CC(S(O)(=O)=O)=CC=1.[CH3:29][NH:30][C:31]([NH2:33])=[O:32].C(OCC)C, predict the reaction product. The product is: [CH3:29][N:30]1[C:2]([C:12]2[CH:17]=[CH:16][CH:15]=[CH:14][CH:13]=2)=[C:3]([C:6]2[CH:11]=[CH:10][CH:9]=[CH:8][CH:7]=2)[CH:4]=[N:33][C:31]1=[O:32]. (4) Given the reactants CC1SC=C(/C=C(/[C@H]2[O:28][C:26](=[O:27])[CH2:25][C@H:24]([OH:29])[C:23]([CH3:31])([CH3:30])[C:21](=[O:22])[C@H:20](C)[C@@H:19](O)[C@@H](C)CCC[C@H]3O[C@H]3C2)\C)N=1.N1CCCCC1.C(Cl)Cl.CC(C)=O, predict the reaction product. The product is: [CH3:31][C:23]([CH3:30])([C:21](=[O:22])[CH2:20][CH3:19])[C@@H:24]([OH:29])[CH2:25][C:26]([OH:28])=[O:27].